Dataset: Full USPTO retrosynthesis dataset with 1.9M reactions from patents (1976-2016). Task: Predict the reactants needed to synthesize the given product. (1) Given the product [CH:37]1([NH:40][C:32](=[O:34])[C:31]2[CH:30]=[CH:29][C:28]([S:27][CH2:26][C:16]3[C:17]4[CH2:18][CH2:19][CH2:20][C:21](=[O:25])[C:22]=4[CH:23]=[CH:24][C:15]=3[O:14][C@@H:7]([C:8]3[CH:9]=[CH:10][CH:11]=[CH:12][CH:13]=3)[CH2:6][N:1]3[CH:5]=[CH:4][N:3]=[CH:2]3)=[CH:36][CH:35]=2)[CH2:39][CH2:38]1, predict the reactants needed to synthesize it. The reactants are: [N:1]1([CH2:6][C@@H:7]([O:14][C:15]2[CH:24]=[CH:23][C:22]3[C:21](=[O:25])[CH2:20][CH2:19][CH2:18][C:17]=3[C:16]=2[CH2:26][S:27][C:28]2[CH:36]=[CH:35][C:31]([C:32]([OH:34])=O)=[CH:30][CH:29]=2)[C:8]2[CH:13]=[CH:12][CH:11]=[CH:10][CH:9]=2)[CH:5]=[CH:4][N:3]=[CH:2]1.[CH:37]1([NH2:40])[CH2:39][CH2:38]1. (2) Given the product [I-:32].[O:1]1[C@@H:13]2[C@@:14]34[CH2:16][CH2:17][N@@+:18]([CH3:31])([CH2:19][CH2:20][C:21]5[CH:22]=[CH:23][CH:24]=[CH:25][CH:26]=5)[C@@H:8]([C@:9]3([O:28][CH3:29])[CH2:10][CH2:11][C:12]2=[O:27])[CH2:7][C:6]2=[C:15]4[C:2]1=[C:3]([OH:30])[CH:4]=[CH:5]2, predict the reactants needed to synthesize it. The reactants are: [O:1]1[C@@H:13]2[C@@:14]34[CH2:16][CH2:17][N:18]([CH2:19][CH2:20][C:21]5[CH:26]=[CH:25][CH:24]=[CH:23][CH:22]=5)[C@@H:8]([C@:9]3([O:28][CH3:29])[CH2:10][CH2:11][C:12]2=[O:27])[CH2:7][C:6]2=[C:15]4[C:2]1=[C:3]([OH:30])[CH:4]=[CH:5]2.[CH3:31][I:32]. (3) Given the product [OH:22][C:24]1([CH2:23][O:1][C:2]2[CH:3]=[C:4]([CH:19]=[CH:20][CH:21]=2)[O:5][CH2:6][CH2:7][N:8]2[C:9](=[O:18])[C:10]3[C:15](=[CH:14][CH:13]=[CH:12][CH:11]=3)[C:16]2=[O:17])[CH2:31][CH2:30][CH2:29][CH2:28][CH2:27][CH2:26][CH2:25]1, predict the reactants needed to synthesize it. The reactants are: [OH:1][C:2]1[CH:3]=[C:4]([CH:19]=[CH:20][CH:21]=1)[O:5][CH2:6][CH2:7][N:8]1[C:16](=[O:17])[C:15]2[C:10](=[CH:11][CH:12]=[CH:13][CH:14]=2)[C:9]1=[O:18].[O:22]1[C:24]2([CH2:31][CH2:30][CH2:29][CH2:28][CH2:27][CH2:26][CH2:25]2)[CH2:23]1.C([O-])([O-])=O.[Cs+].[Cs+]. (4) Given the product [CH2:1]([O:4][C:5]1[C:16]([O:17][CH3:18])=[C:15]([NH:19][C:20](=[O:61])[C:21]2[CH:26]=[CH:25][C:24]([NH:27][C:28]([C:30]3[CH:35]=[CH:34][C:33]([NH:36][C:37](=[O:54])[C@@H:38]([NH:42][C:43](=[O:53])[C:44]4[CH:49]=[CH:48][C:47]([NH2:50])=[CH:46][CH:45]=4)[CH2:39][C:40]#[N:41])=[CH:32][N:31]=3)=[O:29])=[C:23]([O:55][CH3:56])[C:22]=2[O:57][CH2:58][CH:59]=[CH2:60])[CH:14]=[CH:13][C:6]=1[C:7]([O:9][CH2:10][CH:11]=[CH2:12])=[O:8])[CH:2]=[CH2:3], predict the reactants needed to synthesize it. The reactants are: [CH2:1]([O:4][C:5]1[C:16]([O:17][CH3:18])=[C:15]([NH:19][C:20](=[O:61])[C:21]2[CH:26]=[CH:25][C:24]([NH:27][C:28]([C:30]3[CH:35]=[CH:34][C:33]([NH:36][C:37](=[O:54])[C@@H:38]([NH:42][C:43](=[O:53])[C:44]4[CH:49]=[CH:48][C:47]([N+:50]([O-])=O)=[CH:46][CH:45]=4)[CH2:39][C:40]#[N:41])=[CH:32][N:31]=3)=[O:29])=[C:23]([O:55][CH3:56])[C:22]=2[O:57][CH2:58][CH:59]=[CH2:60])[CH:14]=[CH:13][C:6]=1[C:7]([O:9][CH2:10][CH:11]=[CH2:12])=[O:8])[CH:2]=[CH2:3].Cl[Sn]Cl.O.